From a dataset of Full USPTO retrosynthesis dataset with 1.9M reactions from patents (1976-2016). Predict the reactants needed to synthesize the given product. (1) Given the product [Cl:12][C:13]1[CH:14]=[C:15]([S:20]([NH2:23])(=[O:21])=[O:22])[CH:16]=[CH:17][C:18]=1[O:9][CH2:8][C:2]1([F:1])[CH2:7][CH2:6][O:5][CH2:4][CH2:3]1, predict the reactants needed to synthesize it. The reactants are: [F:1][C:2]1([CH2:8][OH:9])[CH2:7][CH2:6][O:5][CH2:4][CH2:3]1.[H-].[Na+].[Cl:12][C:13]1[CH:14]=[C:15]([S:20]([NH2:23])(=[O:22])=[O:21])[CH:16]=[CH:17][C:18]=1F.Cl. (2) Given the product [CH:1]([C:4]1[N:5]=[C:6]([CH2:9][CH2:10][C:11]2[CH:32]=[CH:31][N:14]3[C:15](=[O:30])[C:16](/[CH:25]=[CH:26]/[C:27]([NH:47][S:44]([CH2:43][CH2:42][CH2:41][NH:40][C:38]([O:37][C:33]([CH3:36])([CH3:35])[CH3:34])=[O:39])(=[O:45])=[O:46])=[O:28])=[C:17]([N:19]4[CH2:20][CH2:21][O:22][CH2:23][CH2:24]4)[N:18]=[C:13]3[CH:12]=2)[S:7][CH:8]=1)([CH3:3])[CH3:2], predict the reactants needed to synthesize it. The reactants are: [CH:1]([C:4]1[N:5]=[C:6]([CH2:9][CH2:10][C:11]2[CH:32]=[CH:31][N:14]3[C:15](=[O:30])[C:16](/[CH:25]=[CH:26]/[C:27](O)=[O:28])=[C:17]([N:19]4[CH2:24][CH2:23][O:22][CH2:21][CH2:20]4)[N:18]=[C:13]3[CH:12]=2)[S:7][CH:8]=1)([CH3:3])[CH3:2].[C:33]([O:37][C:38]([NH:40][CH2:41][CH2:42][CH2:43][S:44]([NH2:47])(=[O:46])=[O:45])=[O:39])([CH3:36])([CH3:35])[CH3:34].Cl.C(N=C=NCCCN(C)C)C.C(OCC)(=O)C. (3) Given the product [I:10][C:3]1[C:4]2[C:9](=[CH:8][CH:7]=[CH:6][CH:5]=2)[NH:1][CH:2]=1, predict the reactants needed to synthesize it. The reactants are: [NH:1]1[C:9]2[C:4](=[CH:5][CH:6]=[CH:7][CH:8]=2)[CH:3]=[CH:2]1.[I-:10].[K+].[OH-].[Na+]. (4) Given the product [F:42][C:2]([F:1])([F:41])[C:3]1[C:7]([C:8](=[O:34])[NH:9][CH:10]2[CH2:15][CH2:14][C:13](=[CH:16][C:17]3[CH:22]=[CH:21][CH:20]=[C:19]([O:23][C:24]4[CH:29]=[CH:28][C:27]([C:30]([F:33])([F:32])[F:31])=[CH:26][N:25]=4)[CH:18]=3)[CH2:12][CH2:11]2)=[CH:6][N:5]([CH2:35][C:36]([OH:38])=[O:37])[N:4]=1, predict the reactants needed to synthesize it. The reactants are: [F:1][C:2]([F:42])([F:41])[C:3]1[C:7]([C:8](=[O:34])[NH:9][CH:10]2[CH2:15][CH2:14][C:13](=[CH:16][C:17]3[CH:22]=[CH:21][CH:20]=[C:19]([O:23][C:24]4[CH:29]=[CH:28][C:27]([C:30]([F:33])([F:32])[F:31])=[CH:26][N:25]=4)[CH:18]=3)[CH2:12][CH2:11]2)=[CH:6][N:5]([CH2:35][C:36]([O:38]CC)=[O:37])[N:4]=1.O.[OH-].[Li+]. (5) Given the product [Cl:35][C:10]1[CH:11]=[C:12]([C:13](=[O:14])[NH:15][CH2:16][C:17]2[CH:22]=[C:21]([Cl:23])[CH:20]=[CH:19][C:18]=2[S:24]([CH2:27][CH3:28])(=[O:26])=[O:25])[CH:29]=[C:30]([C:31]([F:34])([F:33])[F:32])[C:9]=1[CH2:8][N:4]1[CH2:5][CH2:6][CH2:7][C@H:2]([NH:1][C:48]([C@@H:44]2[CH2:45][CH2:46][CH2:47][N:43]2[C:41]([O:40][C:37]([CH3:39])([CH3:38])[CH3:36])=[O:42])=[O:49])[CH2:3]1, predict the reactants needed to synthesize it. The reactants are: [NH2:1][C@H:2]1[CH2:7][CH2:6][CH2:5][N:4]([CH2:8][C:9]2[C:30]([C:31]([F:34])([F:33])[F:32])=[CH:29][C:12]([C:13]([NH:15][CH2:16][C:17]3[CH:22]=[C:21]([Cl:23])[CH:20]=[CH:19][C:18]=3[S:24]([CH2:27][CH3:28])(=[O:26])=[O:25])=[O:14])=[CH:11][C:10]=2[Cl:35])[CH2:3]1.[CH3:36][C:37]([O:40][C:41]([N:43]1[CH2:47][CH2:46][CH2:45][C@H:44]1[C:48](O)=[O:49])=[O:42])([CH3:39])[CH3:38]. (6) Given the product [C:8]([C:6]1[N:5]=[C:4]([CH2:10][CH2:11][C:12]([O:14][CH2:15][CH3:16])=[O:13])[CH:3]=[C:2]([S:18][CH3:17])[CH:7]=1)#[N:9], predict the reactants needed to synthesize it. The reactants are: Cl[C:2]1[CH:7]=[C:6]([C:8]#[N:9])[N:5]=[C:4]([CH2:10][CH2:11][C:12]([O:14][CH2:15][CH3:16])=[O:13])[CH:3]=1.[CH3:17][S-:18].[Na+].